Predict the product of the given reaction. From a dataset of Forward reaction prediction with 1.9M reactions from USPTO patents (1976-2016). (1) Given the reactants [F:1][C:2]([F:25])([F:24])[O:3][C:4]1[CH:9]=[CH:8][C:7]([N:10]2[CH:14]=[CH:13][C:12]([C:15]3[CH:23]=[CH:22][C:18]([C:19](O)=[O:20])=[CH:17][CH:16]=3)=[N:11]2)=[CH:6][CH:5]=1.C(N(CC)CC)C.C1(P([N:47]=[N+:48]=[N-:49])(C2C=CC=CC=2)=O)C=CC=CC=1, predict the reaction product. The product is: [F:1][C:2]([F:25])([F:24])[O:3][C:4]1[CH:9]=[CH:8][C:7]([N:10]2[CH:14]=[CH:13][C:12]([C:15]3[CH:23]=[CH:22][C:18]([C:19]([N:47]=[N+:48]=[N-:49])=[O:20])=[CH:17][CH:16]=3)=[N:11]2)=[CH:6][CH:5]=1. (2) Given the reactants Cl.[C:2]([CH:6]1[CH2:11][CH2:10][CH:9]([O:12][C:13]2[CH:14]=[C:15]3[C:20](=[CH:21][CH:22]=2)[CH2:19][NH:18][CH2:17][CH2:16]3)[CH2:8][CH2:7]1)([CH3:5])([CH3:4])[CH3:3].[C:23]([O:27][C:28](=[O:42])[CH2:29][CH:30]([NH:34][C:35]([O:37][C:38]([CH3:41])([CH3:40])[CH3:39])=[O:36])[C:31](O)=[O:32])([CH3:26])([CH3:25])[CH3:24].Cl.CN(C)CCCN=C=NCC.C1C=C2N=NN(O)C2=CC=1.O, predict the reaction product. The product is: [C:23]([O:27][C:28](=[O:42])[CH2:29][CH:30]([NH:34][C:35]([O:37][C:38]([CH3:41])([CH3:40])[CH3:39])=[O:36])[C:31]([N:18]1[CH2:17][CH2:16][C:15]2[C:20](=[CH:21][CH:22]=[C:13]([O:12][CH:9]3[CH2:10][CH2:11][CH:6]([C:2]([CH3:5])([CH3:3])[CH3:4])[CH2:7][CH2:8]3)[CH:14]=2)[CH2:19]1)=[O:32])([CH3:26])([CH3:25])[CH3:24]. (3) Given the reactants F[C:2]1[CH:7]=[CH:6][CH:5]=[CH:4][C:3]=1[S:8]([NH:11][CH:12]([CH3:36])[C:13]([NH:15][CH:16]1[C:22](=[O:23])[N:21]([CH3:24])[C:20]2[CH:25]=[CH:26][CH:27]=[CH:28][C:19]=2[C:18]([C:29]2[CH:34]=[CH:33][C:32](F)=[CH:31][CH:30]=2)=[N:17]1)=[O:14])(=[O:10])=[O:9].[F:37][C:38]([F:50])([F:49])C1C=CC=CC=1S(Cl)(=O)=O, predict the reaction product. The product is: [CH3:24][N:21]1[C:20]2[CH:25]=[CH:26][CH:27]=[CH:28][C:19]=2[C:18]([C:29]2[CH:30]=[CH:31][CH:32]=[CH:33][CH:34]=2)=[N:17][CH:16]([NH:15][C:13](=[O:14])[CH:12]([NH:11][S:8]([C:3]2[CH:4]=[CH:5][CH:6]=[CH:7][C:2]=2[C:38]([F:50])([F:49])[F:37])(=[O:10])=[O:9])[CH3:36])[C:22]1=[O:23]. (4) Given the reactants [Cl:1][C:2]1[CH:3]=[C:4]([C:25]([OH:27])=O)[CH:5]=[N:6][C:7]=1[N:8]1[CH2:13][CH2:12][CH:11]([N:14]2[C:19]3[CH:20]=[CH:21][CH:22]=[CH:23][C:18]=3[CH2:17][O:16][C:15]2=[O:24])[CH2:10][CH2:9]1.C(N1C=CN=C1)(N1C=CN=C1)=O.[CH3:40][CH:41]([NH2:44])[CH2:42][OH:43], predict the reaction product. The product is: [Cl:1][C:2]1[CH:3]=[C:4]([C:25]([NH:44][CH:41]([CH3:40])[CH2:42][OH:43])=[O:27])[CH:5]=[N:6][C:7]=1[N:8]1[CH2:13][CH2:12][CH:11]([N:14]2[C:19]3[CH:20]=[CH:21][CH:22]=[CH:23][C:18]=3[CH2:17][O:16][C:15]2=[O:24])[CH2:10][CH2:9]1. (5) Given the reactants FC1(F)C2N(CC([NH:17][C@H:18]([C:28]3[C:33]([C:34]4[CH:35]=[CH:36][CH:37]=[C:38]5[C:42]=4[N:41]([CH3:43])[N:40]=[C:39]5[NH:44][S:45]([CH3:48])(=[O:47])=[O:46])=[CH:32][CH:31]=[C:30]([C:49]#[C:50][C:51]([OH:54])([CH3:53])[CH3:52])[N:29]=3)[CH2:19][C:20]3[CH:25]=[C:24]([F:26])[CH:23]=[C:22]([F:27])[CH:21]=3)=O)N=C(C(F)(F)F)C=2[C@H]2C[C@@H]12.[F:57][CH:58]([F:76])[C:59]1[C:67]2[C:66]([F:69])([F:68])[CH2:65][CH2:64][C:63]([F:71])([F:70])[C:62]=2[N:61]([CH2:72][C:73](O)=[O:74])[N:60]=1, predict the reaction product. The product is: [F:57][CH:58]([F:76])[C:59]1[C:67]2[C:66]([F:69])([F:68])[CH2:65][CH2:64][C:63]([F:70])([F:71])[C:62]=2[N:61]([CH2:72][C:73]([NH:17][C@H:18]([C:28]2[C:33]([C:34]3[CH:35]=[CH:36][CH:37]=[C:38]4[C:42]=3[N:41]([CH3:43])[N:40]=[C:39]4[NH:44][S:45]([CH3:48])(=[O:47])=[O:46])=[CH:32][CH:31]=[C:30]([C:49]#[C:50][C:51]([OH:54])([CH3:52])[CH3:53])[N:29]=2)[CH2:19][C:20]2[CH:21]=[C:22]([F:27])[CH:23]=[C:24]([F:26])[CH:25]=2)=[O:74])[N:60]=1. (6) The product is: [Cl:18][C:19]1[CH:24]=[C:23]([Cl:25])[CH:22]=[CH:21][C:20]=1[C:2]1[C:10]2[N:9]3[CH2:11][CH2:12][NH:13][C:14](=[O:15])[C:8]3=[C:7]([CH3:16])[C:6]=2[CH:5]=[C:4]([F:17])[CH:3]=1. Given the reactants Br[C:2]1[C:10]2[N:9]3[CH2:11][CH2:12][NH:13][C:14](=[O:15])[C:8]3=[C:7]([CH3:16])[C:6]=2[CH:5]=[C:4]([F:17])[CH:3]=1.[Cl:18][C:19]1[CH:24]=[C:23]([Cl:25])[CH:22]=[CH:21][C:20]=1B(O)O, predict the reaction product.